From a dataset of Full USPTO retrosynthesis dataset with 1.9M reactions from patents (1976-2016). Predict the reactants needed to synthesize the given product. (1) Given the product [C:1]([C:5]1[CH:6]=[C:7]([CH:19]=[C:20]([C:22]([CH3:25])([CH3:24])[CH3:23])[CH:21]=1)[CH2:8][CH:9]1[CH2:14][CH:13]([C:15]([O:17][CH3:18])=[O:16])[CH2:12][CH2:11][N:10]1[C:35]([O:36][CH3:37])=[O:38])([CH3:3])([CH3:4])[CH3:2], predict the reactants needed to synthesize it. The reactants are: [C:1]([C:5]1[CH:6]=[C:7]([CH:19]=[C:20]([C:22]([CH3:25])([CH3:24])[CH3:23])[CH:21]=1)[CH2:8][CH:9]1[CH2:14][CH:13]([C:15]([O:17][CH3:18])=[O:16])[CH2:12][CH2:11][NH:10]1)([CH3:4])([CH3:3])[CH3:2].CCN(C(C)C)C(C)C.[C:35](Cl)(=[O:38])[O:36][CH3:37]. (2) Given the product [CH2:11]([O:10][C:8]([NH:7][CH2:6][CH2:5][CH2:4][CH2:3][C@H:2]([OH:22])[C:18]([OH:20])=[O:19])=[O:9])[C:12]1[CH:17]=[CH:16][CH:15]=[CH:14][CH:13]=1, predict the reactants needed to synthesize it. The reactants are: N[C@H:2]([C:18]([OH:20])=[O:19])[CH2:3][CH2:4][CH2:5][CH2:6][NH:7][C:8]([O:10][CH2:11][C:12]1[CH:17]=[CH:16][CH:15]=[CH:14][CH:13]=1)=[O:9].N([O-])=[O:22].[Na+]. (3) Given the product [CH2:1]([O:3][C:4]([C:5]1[CH:12]=[CH:11][NH:8][C:6]=1[NH2:7])=[O:9])[CH3:2], predict the reactants needed to synthesize it. The reactants are: [CH2:1]([O:3][C:4](=[O:9])[CH2:5][C:6](=[NH:8])[NH2:7])[CH3:2].Cl[CH2:11][CH:12]=O. (4) Given the product [F:14][C:13]([F:16])([F:15])[C:9]1[CH:8]=[C:7]([C:5]2[CH:4]=[C:3]([CH:2]([F:18])[F:1])[N:21]3[N:22]=[CH:23][CH:24]=[C:20]3[N:19]=2)[CH:12]=[CH:11][CH:10]=1, predict the reactants needed to synthesize it. The reactants are: [F:1][CH:2]([F:18])[C:3](=O)[CH2:4][C:5]([C:7]1[CH:12]=[CH:11][CH:10]=[C:9]([C:13]([F:16])([F:15])[F:14])[CH:8]=1)=O.[NH2:19][C:20]1[CH:24]=[CH:23][NH:22][N:21]=1.